From a dataset of Catalyst prediction with 721,799 reactions and 888 catalyst types from USPTO. Predict which catalyst facilitates the given reaction. (1) Reactant: C(OC(=O)[NH:7][CH:8]1[CH2:13][CH2:12][N:11]([C:14]2[NH:15][C:16](=[O:37])[C:17]([C:29]3[CH:34]=[CH:33][C:32]([O:35][CH3:36])=[CH:31][CH:30]=3)=[C:18]([C:20]3[CH:25]=[CH:24][C:23]([C:26]#[N:27])=[C:22]([F:28])[CH:21]=3)[N:19]=2)[CH2:10][CH2:9]1)(C)(C)C.Cl. Product: [NH2:7][CH:8]1[CH2:13][CH2:12][N:11]([C:14]2[NH:15][C:16](=[O:37])[C:17]([C:29]3[CH:30]=[CH:31][C:32]([O:35][CH3:36])=[CH:33][CH:34]=3)=[C:18]([C:20]3[CH:25]=[CH:24][C:23]([C:26]#[N:27])=[C:22]([F:28])[CH:21]=3)[N:19]=2)[CH2:10][CH2:9]1. The catalyst class is: 425. (2) Reactant: [OH:1][C:2]1[CH:3]=[C:4]2[C:8](=[CH:9][CH:10]=1)[CH2:7][CH:6]([C:11]([O:13][CH3:14])=[O:12])[CH2:5]2.[S:15](O[S:15]([C:18]([F:21])([F:20])[F:19])(=[O:17])=[O:16])([C:18]([F:21])([F:20])[F:19])(=[O:17])=[O:16]. Product: [F:19][C:18]([F:21])([F:20])[S:15]([O:1][C:2]1[CH:3]=[C:4]2[C:8](=[CH:9][CH:10]=1)[CH2:7][CH:6]([C:11]([O:13][CH3:14])=[O:12])[CH2:5]2)(=[O:17])=[O:16]. The catalyst class is: 298. (3) Reactant: [OH:1][N:2]1[C:7]([CH3:9])([CH3:8])[CH2:6][CH:5]([OH:10])[CH2:4][C:3]1([CH3:12])[CH3:11].[C:13]([OH:25])(=[O:24])[CH2:14][C:15]([CH2:20][C:21]([OH:23])=[O:22])([C:17]([OH:19])=[O:18])[OH:16]. The catalyst class is: 6. Product: [C:13]([O-:25])(=[O:24])[CH2:14][C:15]([CH2:20][C:21]([O-:23])=[O:22])([C:17]([OH:19])=[O:18])[OH:16].[OH:1][NH+:2]1[C:7]([CH3:8])([CH3:9])[CH2:6][CH:5]([OH:10])[CH2:4][C:3]1([CH3:12])[CH3:11].[OH:1][NH+:2]1[C:7]([CH3:8])([CH3:9])[CH2:6][CH:5]([OH:10])[CH2:4][C:3]1([CH3:12])[CH3:11]. (4) Reactant: [C:1]12[C:13]3=[CH:14][CH:15]=[CH:16][CH:17]=[C:12]3[C:10](=[O:11])[O:9][C:7](=[O:8])[C:2]1=[CH:3][CH:4]=[CH:5][CH:6]=2.[CH2:18](O)[CH3:19].[C:21]1([CH3:27])C=CC=CC=1.S(=O)(=O)(O)[OH:29]. Product: [C:13]1([C:1]2[C:2]([C:7]([O:8][CH2:18][CH3:19])=[O:29])=[CH:3][CH:4]=[CH:5][CH:6]=2)[C:12]([C:10]([O:9][CH2:21][CH3:27])=[O:11])=[CH:17][CH:16]=[CH:15][CH:14]=1. The catalyst class is: 6. (5) Reactant: [CH:1]([O:4][C:5]([C:7]1[C@@H:8]([C:35]2[CH:40]=[CH:39][CH:38]=[C:37]([N+:41]([O-:43])=[O:42])[CH:36]=2)[C:9]([C:15]([O:17][CH:18]2[CH2:21][N:20]([CH:22]([C:29]3[CH:34]=[CH:33][CH:32]=[CH:31][CH:30]=3)[C:23]3[CH:28]=[CH:27][CH:26]=[CH:25][CH:24]=3)[CH2:19]2)=[O:16])=[C:10]([NH2:14])[NH:11][C:12]=1[CH3:13])=[O:6])([CH3:3])[CH3:2].[S:44](=[O:48])(=[O:47])([OH:46])[OH:45]. Product: [S:44]([OH:48])([OH:47])(=[O:46])=[O:45].[CH:1]([O:4][C:5]([C:7]1[C@@H:8]([C:35]2[CH:40]=[CH:39][CH:38]=[C:37]([N+:41]([O-:43])=[O:42])[CH:36]=2)[C:9]([C:15]([O:17][CH:18]2[CH2:19][N:20]([CH:22]([C:29]3[CH:34]=[CH:33][CH:32]=[CH:31][CH:30]=3)[C:23]3[CH:28]=[CH:27][CH:26]=[CH:25][CH:24]=3)[CH2:21]2)=[O:16])=[C:10]([NH2:14])[NH:11][C:12]=1[CH3:13])=[O:6])([CH3:3])[CH3:2]. The catalyst class is: 310.